Dataset: Forward reaction prediction with 1.9M reactions from USPTO patents (1976-2016). Task: Predict the product of the given reaction. (1) Given the reactants [C:1]([C:5]1[CH:13]=[CH:12][C:8]([C:9](Cl)=[O:10])=[CH:7][CH:6]=1)([CH3:4])([CH3:3])[CH3:2].[CH2:14]([NH2:16])[CH3:15], predict the reaction product. The product is: [C:1]([C:5]1[CH:13]=[CH:12][C:8]([C:9]([NH:16][CH2:14][CH3:15])=[O:10])=[CH:7][CH:6]=1)([CH3:4])([CH3:3])[CH3:2]. (2) Given the reactants [OH:1][CH2:2][C:3]1[CH:4]=[C:5]([CH:24]=[C:25]([O:27][CH:28]([CH3:30])[CH3:29])[CH:26]=1)[CH2:6][O:7][C:8]1[CH:12]=[C:11]([CH2:13][CH2:14][C:15]([O-:17])=[O:16])[N:10]([C:18]2[CH:23]=[CH:22][CH:21]=[CH:20][CH:19]=2)[N:9]=1.CC(C)([O-])C.[K+].Cl[C:38]1[C:43]([Cl:44])=[CH:42][C:41]([C:45]([F:48])([F:47])[F:46])=[CH:40][N:39]=1.O1CCCC1CCO.[OH-].[Na+].Cl, predict the reaction product. The product is: [Cl:44][C:43]1[C:38]([O:1][CH2:2][C:3]2[CH:4]=[C:5]([CH:24]=[C:25]([O:27][CH:28]([CH3:30])[CH3:29])[CH:26]=2)[CH2:6][O:7][C:8]2[CH:12]=[C:11]([CH2:13][CH2:14][C:15]([OH:17])=[O:16])[N:10]([C:18]3[CH:19]=[CH:20][CH:21]=[CH:22][CH:23]=3)[N:9]=2)=[N:39][CH:40]=[C:41]([C:45]([F:47])([F:46])[F:48])[CH:42]=1.